This data is from Full USPTO retrosynthesis dataset with 1.9M reactions from patents (1976-2016). The task is: Predict the reactants needed to synthesize the given product. (1) Given the product [F:1][C:2]1[C:7]([F:8])=[C:6]([O:9][CH2:10][C@H:11]2[CH2:16][CH2:15][C@H:14]([CH2:17][CH2:18][CH2:19][CH2:20][CH3:21])[CH2:13][CH2:12]2)[CH:5]=[CH:4][C:3]=1[B:27]([OH:30])[OH:28], predict the reactants needed to synthesize it. The reactants are: [F:1][C:2]1[C:7]([F:8])=[C:6]([O:9][CH2:10][C@H:11]2[CH2:16][CH2:15][C@H:14]([CH2:17][CH2:18][CH2:19][CH2:20][CH3:21])[CH2:13][CH2:12]2)[CH:5]=[CH:4][CH:3]=1.C([Li])(CC)C.[B:27](OC)([O:30]C)[O:28]C.Cl. (2) Given the product [Cl:13][C:14]1[C:15]([CH2:29][NH:30][C:31]([C@@H:33]2[CH2:37][C@@H:36]([F:38])[C@H:35]([CH3:39])[N:34]2[S:8]([C:5]2[CH:6]=[CH:7][C:2]([F:1])=[CH:3][CH:4]=2)(=[O:10])=[O:9])=[O:32])=[CH:16][C:17]([C:20]2[S:24][C:23]([C:25]([F:28])([F:27])[F:26])=[N:22][CH:21]=2)=[N:18][CH:19]=1, predict the reactants needed to synthesize it. The reactants are: [F:1][C:2]1[CH:7]=[CH:6][C:5]([S:8](Cl)(=[O:10])=[O:9])=[CH:4][CH:3]=1.Cl.[Cl:13][C:14]1[C:15]([CH2:29][NH:30][C:31]([C@@H:33]2[CH2:37][C@@H:36]([F:38])[C@H:35]([CH3:39])[NH:34]2)=[O:32])=[CH:16][C:17]([C:20]2[S:24][C:23]([C:25]([F:28])([F:27])[F:26])=[N:22][CH:21]=2)=[N:18][CH:19]=1.